This data is from Full USPTO retrosynthesis dataset with 1.9M reactions from patents (1976-2016). The task is: Predict the reactants needed to synthesize the given product. (1) Given the product [Br:1][C:2]1[C:6]2[CH2:7][N:8]([C:11](=[O:12])[CH3:23])[CH2:9][CH2:10][C:5]=2[N:4]([CH2:18][C:19]([F:22])([F:21])[F:20])[N:3]=1, predict the reactants needed to synthesize it. The reactants are: [Br:1][C:2]1[C:6]2[CH2:7][N:8]([C:11](OC(C)(C)C)=[O:12])[CH2:9][CH2:10][C:5]=2[N:4]([CH2:18][C:19]([F:22])([F:21])[F:20])[N:3]=1.[C:23](O)(C(F)(F)F)=O.CC(OC(C)=O)=O. (2) The reactants are: [C:1]1([C:7]2[CH:16]=[CH:15][C:14]3[N:13]=[CH:12][C:11]4[N:17]=[CH:18][N:19]([C:20]5[CH:25]=[CH:24][CH:23]=[CH:22][C:21]=5[CH2:26][C:27]#[N:28])[C:10]=4[C:9]=3[CH:8]=2)[CH:6]=[CH:5][CH:4]=[CH:3][CH:2]=1.Cl.[NH2:30][OH:31].C(=O)([O-])[O-].[Na+].[Na+]. Given the product [OH:31][NH:30][C:27](=[NH:28])[CH2:26][C:21]1[CH:22]=[CH:23][CH:24]=[CH:25][C:20]=1[N:19]1[C:10]2[C:9]3[CH:8]=[C:7]([C:1]4[CH:6]=[CH:5][CH:4]=[CH:3][CH:2]=4)[CH:16]=[CH:15][C:14]=3[N:13]=[CH:12][C:11]=2[N:17]=[CH:18]1, predict the reactants needed to synthesize it. (3) The reactants are: [NH2:1][C:2]1[N:7]=[C:6]([CH3:8])[CH:5]=[CH:4][CH:3]=1.[N+:9]([O-])([OH:11])=[O:10].C(=O)([O-])[O-].[Na+].[Na+]. Given the product [CH3:8][C:6]1[N:7]=[C:2]([NH2:1])[C:3]([N+:9]([O-:11])=[O:10])=[CH:4][CH:5]=1, predict the reactants needed to synthesize it. (4) Given the product [Br:30][C:15]1[C:16](=[O:29])[N:17]([C:21]2[C:22]([F:28])=[CH:23][CH:24]=[CH:25][C:26]=2[F:27])[C:18]([CH3:20])=[CH:19][C:14]=1[O:13][CH2:12][C:11]1[CH:31]=[CH:32][C:33]([F:35])=[CH:34][C:10]=1[CH2:9][NH:8][C:48]([NH2:47])=[O:49], predict the reactants needed to synthesize it. The reactants are: FC(F)(F)C(O)=O.[NH2:8][CH2:9][C:10]1[CH:34]=[C:33]([F:35])[CH:32]=[CH:31][C:11]=1[CH2:12][O:13][C:14]1[CH:19]=[C:18]([CH3:20])[N:17]([C:21]2[C:26]([F:27])=[CH:25][CH:24]=[CH:23][C:22]=2[F:28])[C:16](=[O:29])[C:15]=1[Br:30].C(N(CC)CC)C.C[Si]([N:47]=[C:48]=[O:49])(C)C.